From a dataset of Forward reaction prediction with 1.9M reactions from USPTO patents (1976-2016). Predict the product of the given reaction. (1) The product is: [Br:10][C:7]1[CH:8]=[CH:9][C:4]([C:3]([NH:12][NH2:13])=[O:2])=[CH:5][CH:6]=1. Given the reactants C[O:2][C:3](=O)[C:4]1[CH:9]=[CH:8][C:7]([Br:10])=[CH:6][CH:5]=1.[NH2:12][NH2:13], predict the reaction product. (2) Given the reactants C([Li])CCC.N12CCN(CC1)CC2.[F:14][C:15]1[CH:16]=[N:17][CH:18]=[CH:19][CH:20]=1.CN(C)[CH:23]=[O:24], predict the reaction product. The product is: [F:14][C:15]1[C:16]([CH:23]=[O:24])=[N:17][CH:18]=[CH:19][CH:20]=1. (3) The product is: [Cl:10][C:11]1[CH:12]=[C:13]([C:18]2[C:30]([O:31][CH3:32])=[CH:29][C:21]([C:22]([NH:24][S:25]([CH3:28])(=[O:26])=[O:27])=[O:23])=[C:20]([F:33])[CH:19]=2)[CH:14]=[N:15][C:16]=1[O:7][C:3]1([C:2]([F:9])([F:8])[F:1])[CH2:6][CH2:5][CH2:4]1. Given the reactants [F:1][C:2]([F:9])([F:8])[C:3]1([OH:7])[CH2:6][CH2:5][CH2:4]1.[Cl:10][C:11]1[CH:12]=[C:13]([C:18]2[C:30]([O:31][CH3:32])=[CH:29][C:21]([C:22]([NH:24][S:25]([CH3:28])(=[O:27])=[O:26])=[O:23])=[C:20]([F:33])[CH:19]=2)[CH:14]=[N:15][C:16]=1F.C(=O)([O-])[O-].[Cs+].[Cs+], predict the reaction product. (4) Given the reactants [Cl:1][C:2]1[CH:7]=[C:6]([C:8]([F:11])([F:10])[F:9])[CH:5]=[CH:4][C:3]=1[N:12]=[C:13]=[O:14].[CH3:15][CH:16]([CH3:39])[CH:17]([NH:22][C:23]([C:25]1[S:26][CH:27]=[C:28]([C:30]2[CH:35]=[CH:34][C:33]([N+:36]([O-])=O)=[CH:32][CH:31]=2)[N:29]=1)=[O:24])[C:18]([O:20][CH3:21])=[O:19], predict the reaction product. The product is: [Cl:1][C:2]1[CH:7]=[C:6]([C:8]([F:11])([F:10])[F:9])[CH:5]=[CH:4][C:3]=1[NH:12][C:13](=[O:14])[NH:36][C:33]1[CH:34]=[CH:35][C:30]([C:28]2[N:29]=[C:25]([C:23]([NH:22][C@@H:17]([CH:16]([CH3:39])[CH3:15])[C:18]([O:20][CH3:21])=[O:19])=[O:24])[S:26][CH:27]=2)=[CH:31][CH:32]=1. (5) The product is: [CH3:27][C:19]1[CH:20]=[C:21]([C:24](=[O:26])[CH3:25])[CH:22]=[CH:23][C:18]=1[O:17][CH2:2][C:3]1[C:8]([CH3:9])=[CH:7][CH:6]=[CH:5][C:4]=1[N:10]1[C:14](=[O:15])[N:13]([CH3:16])[N:12]=[N:11]1. Given the reactants Br[CH2:2][C:3]1[C:8]([CH3:9])=[CH:7][CH:6]=[CH:5][C:4]=1[N:10]1[C:14](=[O:15])[N:13]([CH3:16])[N:12]=[N:11]1.[OH:17][C:18]1[CH:23]=[CH:22][C:21]([C:24](=[O:26])[CH3:25])=[CH:20][C:19]=1[CH3:27].C(=O)([O-])[O-].[K+].[K+], predict the reaction product.